This data is from Forward reaction prediction with 1.9M reactions from USPTO patents (1976-2016). The task is: Predict the product of the given reaction. (1) The product is: [Cl:1][C:2]1[CH:7]=[CH:6][N:5]=[C:4]2[CH:8]=[C:9]([CH:11]=[N:13][OH:14])[S:10][C:3]=12. Given the reactants [Cl:1][C:2]1[CH:7]=[CH:6][N:5]=[C:4]2[CH:8]=[C:9]([CH:11]=O)[S:10][C:3]=12.[NH2:13][OH:14].Cl, predict the reaction product. (2) Given the reactants [NH2:1][C:2]1[CH:3]=[C:4]([CH:16]=[CH:17][CH:18]=1)[O:5][C:6]1[CH:11]=[CH:10][N:9]=[C:8]2[NH:12][C:13](=[O:15])[NH:14][C:7]=12.[C:19]1([N:25]2[C:29]([C:30]([F:33])([F:32])[F:31])=[C:28]([C:34](Cl)=[O:35])[CH:27]=[N:26]2)[CH:24]=[CH:23][CH:22]=[CH:21][CH:20]=1, predict the reaction product. The product is: [O:15]=[C:13]1[NH:12][C:8]2=[N:9][CH:10]=[CH:11][C:6]([O:5][C:4]3[CH:3]=[C:2]([NH:1][C:34]([C:28]4[CH:27]=[N:26][N:25]([C:19]5[CH:24]=[CH:23][CH:22]=[CH:21][CH:20]=5)[C:29]=4[C:30]([F:32])([F:33])[F:31])=[O:35])[CH:18]=[CH:17][CH:16]=3)=[C:7]2[NH:14]1.